From a dataset of Forward reaction prediction with 1.9M reactions from USPTO patents (1976-2016). Predict the product of the given reaction. (1) Given the reactants [CH:1]1([CH:7]([C:13]2[CH:18]=[CH:17][C:16]([N+:19]([O-])=O)=[C:15]([F:22])[CH:14]=2)[C:8]([O:10][CH2:11][CH3:12])=[O:9])[CH2:6][CH2:5][CH2:4][CH2:3][CH2:2]1, predict the reaction product. The product is: [NH2:19][C:16]1[CH:17]=[CH:18][C:13]([CH:7]([CH:1]2[CH2:6][CH2:5][CH2:4][CH2:3][CH2:2]2)[C:8]([O:10][CH2:11][CH3:12])=[O:9])=[CH:14][C:15]=1[F:22]. (2) Given the reactants [CH2:1]([O:3][C:4](=[O:20])/[CH:5]=[CH:6]/[C:7]1[CH:12]=[CH:11][C:10]([N:13]2[CH2:18][CH2:17][C:16](=O)[CH2:15][CH2:14]2)=[CH:9][CH:8]=1)[CH3:2].[NH2:21][CH2:22][C@@H:23]([C:25]1[CH:26]=[CH:27][C:28]([OH:36])=[C:29]([NH:31][S:32]([CH3:35])(=[O:34])=[O:33])[CH:30]=1)[OH:24], predict the reaction product. The product is: [CH2:1]([O:3][C:4](=[O:20])/[CH:5]=[CH:6]/[C:7]1[CH:12]=[CH:11][C:10]([N:13]2[CH2:18][CH2:17][CH:16]([NH:21][CH2:22][C@H:23]([OH:24])[C:25]3[CH:26]=[CH:27][C:28]([OH:36])=[C:29]([NH:31][S:32]([CH3:35])(=[O:34])=[O:33])[CH:30]=3)[CH2:15][CH2:14]2)=[CH:9][CH:8]=1)[CH3:2]. (3) The product is: [CH:15]1([O:20][C:21]2[CH:26]=[CH:25][C:24]([C:27]3[CH:28]=[CH:29][C:30]([O:33][C:34]([F:37])([F:36])[F:35])=[CH:31][CH:32]=3)=[CH:23][C:22]=2[CH2:38][CH2:39][C:40]2[CH:41]=[CH:42][C:43]([C:44]([NH:46][CH2:47][CH2:48][C:9]([O:11][C:12]([CH3:13])([CH3:14])[CH3:54])=[O:10])=[O:45])=[CH:52][CH:53]=2)[CH2:19][CH2:18][CH2:17][CH2:16]1. Given the reactants [CH3:13][CH:12]([O:11][C:9](/N=N/[C:9]([O:11][CH:12]([CH3:14])[CH3:13])=[O:10])=[O:10])[CH3:14].[CH:15]1([O:20][C:21]2[CH:26]=[CH:25][C:24]([C:27]3[CH:32]=[CH:31][C:30]([O:33][C:34]([F:37])([F:36])[F:35])=[CH:29][CH:28]=3)=[CH:23][C:22]=2[CH2:38][CH2:39][C:40]2[CH:53]=[CH:52][C:43]([C:44]([NH:46][CH2:47][CH2:48]C(O)=O)=[O:45])=[CH:42][CH:41]=2)[CH2:19][CH2:18][CH2:17][CH2:16]1.[C:54]1(P(C2C=CC=CC=2)C2C=CC=CC=2)C=CC=CC=1.C1(O)CCCC1, predict the reaction product. (4) Given the reactants [F:1][C:2]1[CH:10]=[CH:9][C:5]([C:6]([OH:8])=O)=[CH:4][C:3]=1[C:11]([F:14])([F:13])[F:12].Cl.[NH:16]1[CH2:19][CH2:18][CH2:17]1.CN(C(ON1N=NC2C=CC=NC1=2)=[N+](C)C)C.F[P-](F)(F)(F)(F)F.C(N(CC)C(C)C)(C)C.Cl, predict the reaction product. The product is: [F:1][C:2]1[CH:10]=[CH:9][C:5]([C:6]([N:16]2[CH2:19][CH2:18][CH2:17]2)=[O:8])=[CH:4][C:3]=1[C:11]([F:14])([F:13])[F:12]. (5) Given the reactants [C:1]12[C:7](=[CH:8][CH:9]=[CH:10][CH:11]=1)[NH:6][C:5](=[O:12])[O:4][C:2]2=[O:3].Br[CH2:14][C:15]([O:17][CH2:18][CH3:19])=[O:16].C(=O)([O-])[O-].[K+].[K+].[I-].[K+], predict the reaction product. The product is: [O:12]=[C:5]1[O:4][C:2](=[O:3])[C:1]2[CH:11]=[CH:10][CH:9]=[CH:8][C:7]=2[N:6]1[CH2:14][C:15]([O:17][CH2:18][CH3:19])=[O:16]. (6) The product is: [N:33]([CH2:11][CH2:12][O:13][CH2:14][CH2:15][O:16][CH2:17][CH2:18][O:19][CH2:20][CH2:21][O:22][C:23]12[CH2:32][CH:27]3[CH2:28][CH:29]([CH2:31][CH:25]([CH2:26]3)[CH2:24]1)[CH2:30]2)=[N+:34]=[N-:35]. Given the reactants CN(C=O)C.CS(O[CH2:11][CH2:12][O:13][CH2:14][CH2:15][O:16][CH2:17][CH2:18][O:19][CH2:20][CH2:21][O:22][C:23]12[CH2:32][CH:27]3[CH2:28][CH:29]([CH2:31][CH:25]([CH2:26]3)[CH2:24]1)[CH2:30]2)(=O)=O.[N-:33]=[N+:34]=[N-:35].[Na+].C(Cl)Cl, predict the reaction product. (7) Given the reactants [NH2:1][C:2]1[CH:7]=[CH:6][C:5]([S:8]([NH:11][C:12]([CH3:15])([CH3:14])[CH3:13])(=[O:10])=[O:9])=[CH:4][C:3]=1Br.[CH3:17][C:18]1([CH3:33])[CH2:23][CH2:22][C:21](B2OC(C)(C)C(C)(C)O2)=[CH:20][CH2:19]1.C([O-])([O-])=O.[Na+].[Na+], predict the reaction product. The product is: [NH2:1][C:2]1[CH:7]=[CH:6][C:5]([S:8]([NH:11][C:12]([CH3:15])([CH3:14])[CH3:13])(=[O:10])=[O:9])=[CH:4][C:3]=1[C:21]1[CH2:22][CH2:23][C:18]([CH3:33])([CH3:17])[CH2:19][CH:20]=1. (8) The product is: [CH3:11][N:12]1[CH2:17][CH2:16][N:15]([C:7]2[CH:8]=[CH:9][C:4]([C:2](=[O:3])[CH3:1])=[CH:5][CH:6]=2)[CH2:14][CH2:13]1. Given the reactants [CH3:1][C:2]([C:4]1[CH:9]=[CH:8][C:7](Br)=[CH:6][CH:5]=1)=[O:3].[CH3:11][N:12]1[CH2:17][CH2:16][NH:15][CH2:14][CH2:13]1.C(=O)([O-])[O-].[K+].[K+], predict the reaction product.